This data is from Reaction yield outcomes from USPTO patents with 853,638 reactions. The task is: Predict the reaction yield, written as a fraction of the theoretical maximum amount of product (1.0 means a 100% yield; for example, 0.34 means a 34% yield). (1) The reactants are [OH:1][C:2]1[CH:10]=[C:9]2[C:5]([CH2:6][CH2:7][C:8]2=[O:11])=[CH:4][CH:3]=1.C([O-])([O-])=O.[K+].[K+].[CH:18]1[CH:23]=[CH:22][C:21]([CH2:24]Br)=[CH:20][CH:19]=1. The catalyst is CN(C=O)C.CCOC(C)=O. The product is [CH2:24]([O:1][C:2]1[CH:10]=[C:9]2[C:5]([CH2:6][CH2:7][C:8]2=[O:11])=[CH:4][CH:3]=1)[C:21]1[CH:22]=[CH:23][CH:18]=[CH:19][CH:20]=1. The yield is 0.920. (2) The reactants are Cl[C:2]1[CH:7]=[C:6]([CH3:8])[CH:5]=[CH:4][N:3]=1.[C:9]1(B(O)O)[CH:14]=[CH:13][CH:12]=[CH:11][CH:10]=1.C(=O)([O-])[O-].[K+].[K+].C(COC)OC. The catalyst is C1C=CC([P]([Pd]([P](C2C=CC=CC=2)(C2C=CC=CC=2)C2C=CC=CC=2)([P](C2C=CC=CC=2)(C2C=CC=CC=2)C2C=CC=CC=2)[P](C2C=CC=CC=2)(C2C=CC=CC=2)C2C=CC=CC=2)(C2C=CC=CC=2)C2C=CC=CC=2)=CC=1.O. The product is [CH3:8][C:6]1[CH:5]=[CH:4][N:3]=[C:2]([C:9]2[CH:14]=[CH:13][CH:12]=[CH:11][CH:10]=2)[CH:7]=1. The yield is 0.780. (3) The reactants are Cl[C:2]1[CH:3]=[CH:4][C:5]2[N:11]3[CH2:12][C@H:8]([CH2:9][CH2:10]3)[N:7]([C:13]([NH:15][C:16]3[CH:21]=[N:20][CH:19]=[CH:18][N:17]=3)=[O:14])[C:6]=2[N:22]=1.[CH2:23]([N:30]1[CH2:35][CH2:34][NH:33][CH2:32][CH:31]1[CH3:36])[C:24]1[CH:29]=[CH:28][CH:27]=[CH:26][CH:25]=1.C([O-])([O-])=O.[Cs+].[Cs+].O. The catalyst is O1CCOCC1. The product is [CH2:23]([N:30]1[CH2:35][CH2:34][N:33]([C:2]2[CH:3]=[CH:4][C:5]3[N:11]4[CH2:12][C@H:8]([CH2:9][CH2:10]4)[N:7]([C:13]([NH:15][C:16]4[CH:21]=[N:20][CH:19]=[CH:18][N:17]=4)=[O:14])[C:6]=3[N:22]=2)[CH2:32][CH:31]1[CH3:36])[C:24]1[CH:29]=[CH:28][CH:27]=[CH:26][CH:25]=1. The yield is 0.560. (4) The reactants are CC([OH:5])(C)C.CC[C@H]1[C@H]2C[C@H]([C@H](OC3C4C(=CC=CC=4)C(O[C@H](C4C=CN=C5C=4C=C(OC)C=C5)[C@@H]4N5C[C@H](CC)[C@@H](CC5)C4)=NN=3)C3C=CN=C4C=3C=C(OC)C=C4)N(CC2)C1.CS(N)(=O)=O.[CH3:69][O:70][N:71]([CH3:77])[C:72](=[O:76])[C:73]([CH3:75])=[CH2:74].[OH2:78]. No catalyst specified. The product is [OH:78][C@:73]([CH3:75])([CH2:74][OH:5])[C:72]([N:71]([O:70][CH3:69])[CH3:77])=[O:76]. The yield is 1.20. (5) The reactants are [Cl:1][C:2]1[C:3]2[N:4]([C:8]([C@@H:11]3[CH2:16][CH2:15][CH2:14][N:13]([C:17]([O:19][CH2:20][C:21]4[CH:26]=[CH:25][CH:24]=[CH:23][CH:22]=4)=[O:18])[CH2:12]3)=[N:9][CH:10]=2)[CH:5]=[CH:6][N:7]=1.[Li]CCCC.CCCCCC.[F:38]N(S(C1C=CC=CC=1)(=O)=O)S(C1C=CC=CC=1)(=O)=O. The catalyst is C1COCC1. The product is [Cl:1][C:2]1[C:3]2[N:4]([C:8]([C@@H:11]3[CH2:16][CH2:15][CH2:14][N:13]([C:17]([O:19][CH2:20][C:21]4[CH:22]=[CH:23][CH:24]=[CH:25][CH:26]=4)=[O:18])[CH2:12]3)=[N:9][CH:10]=2)[C:5]([F:38])=[CH:6][N:7]=1. The yield is 0.725. (6) The reactants are [F:1][C:2]1[CH:3]=[C:4]([C@H:8]2[CH2:12][CH2:11][CH2:10][N:9]2[C:13]2[CH:18]=[CH:17][N:16]3[N:19]=[CH:20][C:21]([C:22]([OH:24])=O)=[C:15]3[N:14]=2)[CH:5]=[CH:6][CH:7]=1.[CH:25]1([NH2:28])[CH2:27][CH2:26]1. No catalyst specified. The product is [CH:25]1([NH:28][C:22]([C:21]2[CH:20]=[N:19][N:16]3[CH:17]=[CH:18][C:13]([N:9]4[CH2:10][CH2:11][CH2:12][C@@H:8]4[C:4]4[CH:5]=[CH:6][CH:7]=[C:2]([F:1])[CH:3]=4)=[N:14][C:15]=23)=[O:24])[CH2:27][CH2:26]1. The yield is 0.540. (7) The reactants are [CH2:1]([O:8][CH2:9][CH2:10][CH2:11][CH2:12][CH2:13][CH2:14][O:15][CH2:16][C:17]([C:20]1[CH:21]=[C:22]([NH2:26])[CH:23]=[CH:24][CH:25]=1)([F:19])[F:18])[C:2]1[CH:7]=[CH:6][CH:5]=[CH:4][CH:3]=1.[N:27]([CH2:30][C:31]([O:33][CH2:34][CH3:35])=[O:32])=[C:28]=[O:29].CO. The catalyst is C(Cl)Cl. The product is [CH2:1]([O:8][CH2:9][CH2:10][CH2:11][CH2:12][CH2:13][CH2:14][O:15][CH2:16][C:17]([C:20]1[CH:21]=[C:22]([NH:26][C:28]([NH:27][CH2:30][C:31]([O:33][CH2:34][CH3:35])=[O:32])=[O:29])[CH:23]=[CH:24][CH:25]=1)([F:19])[F:18])[C:2]1[CH:7]=[CH:6][CH:5]=[CH:4][CH:3]=1. The yield is 0.950. (8) The reactants are BrC1C=C[C:5](NCC(OC)=O)=[N:6]C=1.[Cl:14][C:15]1[CH:23]=[CH:22][CH:21]=[C:20]2[C:16]=1[C:17]([CH:25]=O)=[CH:18][N:19]2[CH3:24].CN1C2C(=CC=CC=2)C(C)=C1C=O. No catalyst specified. The product is [Cl:14][C:15]1[CH:23]=[CH:22][CH:21]=[C:20]2[C:16]=1[C:17]([CH2:25][NH:6][CH3:5])=[CH:18][N:19]2[CH3:24]. The yield is 0.780. (9) The reactants are Cl[CH:2]([N:7]=[C:8](Cl)[C:9]1[CH:14]=[CH:13][C:12]([Cl:15])=[CH:11][CH:10]=1)[C:3]([F:6])([F:5])[F:4].[C:17](#[N:20])[CH:18]=[CH2:19].C(N(CC)C(C)C)(C)C.[Br:30]Br. The catalyst is CN(C)C=O.CCCCCCC.C(OCC)(=O)C. The product is [Br:30][C:19]1[C:18]([C:17]#[N:20])=[C:8]([C:9]2[CH:14]=[CH:13][C:12]([Cl:15])=[CH:11][CH:10]=2)[NH:7][C:2]=1[C:3]([F:6])([F:5])[F:4]. The yield is 0.229.